From a dataset of Full USPTO retrosynthesis dataset with 1.9M reactions from patents (1976-2016). Predict the reactants needed to synthesize the given product. (1) Given the product [F:1][C:2]1[CH:19]=[CH:18][CH:17]=[CH:16][C:3]=1[O:4][C:5]1[N:10]=[CH:9][C:8]([CH2:11][C:12]2[CH:26]=[C:25]([C:27]3[CH:28]=[CH:29][C:30]([NH2:33])=[N:31][CH:32]=3)[O:14][N:13]=2)=[CH:7][CH:6]=1, predict the reactants needed to synthesize it. The reactants are: [F:1][C:2]1[CH:19]=[CH:18][CH:17]=[CH:16][C:3]=1[O:4][C:5]1[N:10]=[CH:9][C:8]([CH2:11][C:12](Cl)=[N:13][OH:14])=[CH:7][CH:6]=1.O1CCCC1.[C:25]([C:27]1[CH:28]=[CH:29][C:30]([NH2:33])=[N:31][CH:32]=1)#[CH:26].C(N(CC)CC)C. (2) Given the product [I:11][C:2]1[C:3]2[CH:10]=[CH:9][NH:8][C:4]=2[N:5]=[CH:6][N:7]=1, predict the reactants needed to synthesize it. The reactants are: Cl[C:2]1[C:3]2[CH:10]=[CH:9][NH:8][C:4]=2[N:5]=[CH:6][N:7]=1.[IH:11]. (3) Given the product [Br:1][C:2]1[CH:3]=[CH:4][C:5]([NH:8][CH2:9][C@@H:10]2[CH2:15][CH2:14][C@H:13]([CH3:16])[CH2:12][NH:11]2)=[N:6][CH:7]=1, predict the reactants needed to synthesize it. The reactants are: [Br:1][C:2]1[CH:3]=[CH:4][C:5]([NH:8][CH2:9][C@@H:10]2[CH2:15][CH2:14][C@H:13]([CH3:16])[CH2:12][N:11]2C(OC(C)(C)C)=O)=[N:6][CH:7]=1.C(O)(C(F)(F)F)=O. (4) Given the product [CH3:3][N:4]1[C:9](=[O:10])[C:8]2[C:11]([C:21]([OH:23])=[O:22])=[C:12]([CH2:14][C:15]3[CH:20]=[CH:19][CH:18]=[CH:17][CH:16]=3)[S:13][C:7]=2[N:6]([CH2:26][CH:27]([CH3:28])[CH3:29])[C:5]1=[O:30], predict the reactants needed to synthesize it. The reactants are: [OH-].[Na+].[CH3:3][N:4]1[C:9](=[O:10])[C:8]2[C:11]([C:21]([O:23]CC)=[O:22])=[C:12]([CH2:14][C:15]3[CH:20]=[CH:19][CH:18]=[CH:17][CH:16]=3)[S:13][C:7]=2[N:6]([CH2:26][CH:27]([CH3:29])[CH3:28])[C:5]1=[O:30].O. (5) Given the product [CH3:1][O:2][C:3](=[O:65])[CH2:4][NH:5][C:6]([C:8]1([NH:11][C:12](=[O:64])[C@H:13]([NH:35][C:36](=[O:63])[C@H:37]([NH:45][C:46](=[O:47])[CH2:73][C@H:72]([OH:71])/[CH:77]=[CH:78]/[CH2:79][CH2:80][S:81][C:82]([C:70]2[CH:69]=[CH:103][CH:102]=[CH:101][CH:105]=2)([C:89]2[CH:90]=[CH:91][CH:92]=[CH:93][CH:94]=2)[C:83]2[CH:84]=[CH:85][CH:86]=[CH:87][CH:88]=2)[CH2:38][C:39]2[CH:40]=[CH:41][CH:42]=[CH:43][CH:44]=2)[CH2:14][S:15][C:16]([C:29]2[CH:34]=[CH:33][CH:32]=[CH:31][CH:30]=2)([C:23]2[CH:28]=[CH:27][CH:26]=[CH:25][CH:24]=2)[C:17]2[CH:18]=[CH:19][CH:20]=[CH:21][CH:22]=2)[CH2:9][CH2:10]1)=[O:7], predict the reactants needed to synthesize it. The reactants are: [CH3:1][O:2][C:3](=[O:65])[CH2:4][NH:5][C:6]([C:8]1([NH:11][C:12](=[O:64])[C@H:13]([NH:35][C:36](=[O:63])[C@H:37]([NH:45][C:46](OCC2C3C=CC=CC=3C3C2=CC=CC=3)=[O:47])[CH2:38][C:39]2[CH:44]=[CH:43][CH:42]=[CH:41][CH:40]=2)[CH2:14][S:15][C:16]([C:29]2[CH:34]=[CH:33][CH:32]=[CH:31][CH:30]=2)([C:23]2[CH:28]=[CH:27][CH:26]=[CH:25][CH:24]=2)[C:17]2[CH:22]=[CH:21][CH:20]=[CH:19][CH:18]=2)[CH2:10][CH2:9]1)=[O:7].N([CH2:69][CH3:70])CC.[OH:71][C@H:72](/[CH:77]=[CH:78]/[CH2:79][CH2:80][S:81][C:82](C1C=CC=CC=1)([C:89]1[CH:94]=[CH:93][CH:92]=[CH:91][CH:90]=1)[C:83]1[CH:88]=[CH:87][CH:86]=[CH:85][CH:84]=1)[CH2:73]C(O)=O.[CH2:101]1[CH2:105]N([P+](ON2N=NC3C=CC=CC2=3)(N2CCCC2)N2CCCC2)[CH2:103][CH2:102]1.F[P-](F)(F)(F)(F)F.C(N(C(C)C)C(C)C)C.